Dataset: Peptide-MHC class I binding affinity with 185,985 pairs from IEDB/IMGT. Task: Regression. Given a peptide amino acid sequence and an MHC pseudo amino acid sequence, predict their binding affinity value. This is MHC class I binding data. (1) The peptide sequence is WESGAVLCV. The MHC is HLA-A02:01 with pseudo-sequence HLA-A02:01. The binding affinity (normalized) is 0.0847. (2) The peptide sequence is MQYEVTQHA. The MHC is HLA-A02:01 with pseudo-sequence HLA-A02:01. The binding affinity (normalized) is 0.936. (3) The peptide sequence is RRFQHKDGH. The MHC is HLA-B07:02 with pseudo-sequence HLA-B07:02. The binding affinity (normalized) is 0.0847. (4) The peptide sequence is QVPLRPMTYK. The MHC is HLA-A01:01 with pseudo-sequence HLA-A01:01. The binding affinity (normalized) is 0. (5) The peptide sequence is SGFGGETPV. The MHC is HLA-A02:11 with pseudo-sequence HLA-A02:11. The binding affinity (normalized) is 0.508. (6) The peptide sequence is TSACGIFLK. The MHC is HLA-B39:01 with pseudo-sequence HLA-B39:01. The binding affinity (normalized) is 0.0847. (7) The peptide sequence is VMTEGRHAV. The MHC is HLA-A02:01 with pseudo-sequence HLA-A02:01. The binding affinity (normalized) is 0.444.